This data is from NCI-60 drug combinations with 297,098 pairs across 59 cell lines. The task is: Regression. Given two drug SMILES strings and cell line genomic features, predict the synergy score measuring deviation from expected non-interaction effect. (1) Cell line: SN12C. Synergy scores: CSS=4.06, Synergy_ZIP=0.180, Synergy_Bliss=6.00, Synergy_Loewe=3.93, Synergy_HSA=3.90. Drug 1: CN1C2=C(C=C(C=C2)N(CCCl)CCCl)N=C1CCCC(=O)O.Cl. Drug 2: C1CC(=O)NC(=O)C1N2C(=O)C3=CC=CC=C3C2=O. (2) Drug 1: CC(CN1CC(=O)NC(=O)C1)N2CC(=O)NC(=O)C2. Synergy scores: CSS=27.0, Synergy_ZIP=-5.65, Synergy_Bliss=3.76, Synergy_Loewe=10.8, Synergy_HSA=7.19. Cell line: HOP-92. Drug 2: CC1=C(C(CCC1)(C)C)C=CC(=CC=CC(=CC(=O)O)C)C. (3) Drug 1: CC(CN1CC(=O)NC(=O)C1)N2CC(=O)NC(=O)C2. Drug 2: COC1=C2C(=CC3=C1OC=C3)C=CC(=O)O2. Cell line: RXF 393. Synergy scores: CSS=18.5, Synergy_ZIP=-1.47, Synergy_Bliss=2.68, Synergy_Loewe=0.369, Synergy_HSA=0.260. (4) Drug 1: CCCS(=O)(=O)NC1=C(C(=C(C=C1)F)C(=O)C2=CNC3=C2C=C(C=N3)C4=CC=C(C=C4)Cl)F. Drug 2: CC1C(C(=O)NC(C(=O)N2CCCC2C(=O)N(CC(=O)N(C(C(=O)O1)C(C)C)C)C)C(C)C)NC(=O)C3=C4C(=C(C=C3)C)OC5=C(C(=O)C(=C(C5=N4)C(=O)NC6C(OC(=O)C(N(C(=O)CN(C(=O)C7CCCN7C(=O)C(NC6=O)C(C)C)C)C)C(C)C)C)N)C. Cell line: OVCAR-4. Synergy scores: CSS=-3.56, Synergy_ZIP=4.26, Synergy_Bliss=5.73, Synergy_Loewe=4.14, Synergy_HSA=3.15. (5) Drug 1: C1CCC(CC1)NC(=O)N(CCCl)N=O. Drug 2: C1=CC=C(C(=C1)C(C2=CC=C(C=C2)Cl)C(Cl)Cl)Cl. Cell line: NCI-H460. Synergy scores: CSS=11.2, Synergy_ZIP=-1.22, Synergy_Bliss=2.03, Synergy_Loewe=-4.76, Synergy_HSA=1.33.